From a dataset of Forward reaction prediction with 1.9M reactions from USPTO patents (1976-2016). Predict the product of the given reaction. (1) Given the reactants Cl[CH2:2][C:3]1[N:4]=[C:5]([CH:8]([CH3:10])[CH3:9])[S:6][CH:7]=1.BrCC1CCCCO1.[NH:19]1[C:27]2[C:22](=[CH:23][CH:24]=[CH:25][CH:26]=2)[C:21]2([C:39]3[C:30](=[CH:31][C:32]4[O:37][CH2:36][CH2:35][O:34][C:33]=4[CH:38]=3)[O:29][CH2:28]2)[C:20]1=[O:40].N1C2C(=CC=CC=2)C2(COC3C=C4C(=CC2=3)CCO4)C1=O, predict the reaction product. The product is: [CH3:9][CH:8]([C:5]1[S:6][CH:7]=[C:3]([CH2:2][N:19]2[C:27]3[C:22](=[CH:23][CH:24]=[CH:25][CH:26]=3)[C:21]3([C:39]4[C:30](=[CH:31][C:32]5[O:37][CH2:36][CH2:35][O:34][C:33]=5[CH:38]=4)[O:29][CH2:28]3)[C:20]2=[O:40])[N:4]=1)[CH3:10]. (2) Given the reactants [BH4-].[Na+].[Br:3][C:4]1[CH:5]=[C:6]([C:19]([CH3:22])([CH3:21])[CH3:20])[C:7]([O:17][CH3:18])=[C:8]([N:10]2[CH2:15][CH2:14][C:13](=[O:16])[CH2:12][CH2:11]2)[CH:9]=1.C(Cl)Cl.C(OCC)(=O)C, predict the reaction product. The product is: [Br:3][C:4]1[CH:5]=[C:6]([C:19]([CH3:22])([CH3:21])[CH3:20])[C:7]([O:17][CH3:18])=[C:8]([N:10]2[CH2:15][CH2:14][CH:13]([OH:16])[CH2:12][CH2:11]2)[CH:9]=1. (3) The product is: [F:1][C:2]([F:35])([F:34])[C:3]1[CH:4]=[C:5]([C:13]([CH3:33])([CH3:32])[C:14]([N:16]([C:18]2[CH:19]=[N:20][C:21]([I:36])=[CH:22][C:23]=2[C:24]2[CH:29]=[CH:28][CH:27]=[CH:26][C:25]=2[Cl:30])[CH3:17])=[O:15])[CH:6]=[C:7]([C:9]([F:12])([F:11])[F:10])[CH:8]=1. Given the reactants [F:1][C:2]([F:35])([F:34])[C:3]1[CH:4]=[C:5]([C:13]([CH3:33])([CH3:32])[C:14]([N:16]([C:18]2[CH:19]=[N:20][C:21](Cl)=[CH:22][C:23]=2[C:24]2[CH:29]=[CH:28][CH:27]=[CH:26][C:25]=2[Cl:30])[CH3:17])=[O:15])[CH:6]=[C:7]([C:9]([F:12])([F:11])[F:10])[CH:8]=1.[I-:36].[Na+].I.C(=O)(O)[O-].[Na+], predict the reaction product. (4) Given the reactants C[O:2][C:3]1[CH:4]=[CH:5][C:6]2[CH:10]=[C:9]([C:11]3[CH:16]=[CH:15][N:14]=[C:13]([NH:17][CH:18]4[CH2:23][C:22]([CH3:25])([CH3:24])[NH:21][C:20]([CH3:27])([CH3:26])[CH2:19]4)[N:12]=3)[S:8][C:7]=2[CH:28]=1, predict the reaction product. The product is: [CH3:24][C:22]1([CH3:25])[CH2:23][CH:18]([NH:17][C:13]2[N:12]=[C:11]([C:9]3[S:8][C:7]4[CH:28]=[C:3]([OH:2])[CH:4]=[CH:5][C:6]=4[CH:10]=3)[CH:16]=[CH:15][N:14]=2)[CH2:19][C:20]([CH3:27])([CH3:26])[NH:21]1. (5) Given the reactants Cl[C:2]1[N:7]=[C:6]([NH:8][C@@H:9]2[C@@H:14]3[CH2:15][C@@H:11]([CH:12]=[CH:13]3)[C@@H:10]2[C:16]([NH2:18])=[O:17])[C:5]([Cl:19])=[CH:4][N:3]=1.[NH2:20][C:21]1[C:35]([O:36][CH3:37])=[CH:34][C:24]2[CH2:25][CH2:26][N:27]([CH2:30][CH:31]([OH:33])[CH3:32])[CH2:28][CH2:29][C:23]=2[CH:22]=1, predict the reaction product. The product is: [Cl:19][C:5]1[C:6]([NH:8][C@@H:9]2[C@@H:14]3[CH2:15][C@@H:11]([CH:12]=[CH:13]3)[C@@H:10]2[C:16]([NH2:18])=[O:17])=[N:7][C:2]([NH:20][C:21]2[C:35]([O:36][CH3:37])=[CH:34][C:24]3[CH2:25][CH2:26][N:27]([CH2:30][CH:31]([OH:33])[CH3:32])[CH2:28][CH2:29][C:23]=3[CH:22]=2)=[N:3][CH:4]=1. (6) The product is: [CH3:23][O:22][C:20]([CH:13]1[C:14](=[O:19])[NH:15][C:16]2[N:17]=[CH:18][C:9](/[CH:8]=[CH:7]/[C:6]([OH:24])=[O:5])=[CH:10][C:11]=2[CH2:12]1)=[O:21]. Given the reactants C([O:5][C:6](=[O:24])/[CH:7]=[CH:8]/[C:9]1[CH:10]=[C:11]2[C:16](=[N:17][CH:18]=1)[NH:15][C:14](=[O:19])[CH:13]([C:20]([O:22][CH3:23])=[O:21])[CH2:12]2)(C)(C)C.C(O)(C(F)(F)F)=O, predict the reaction product.